From a dataset of Forward reaction prediction with 1.9M reactions from USPTO patents (1976-2016). Predict the product of the given reaction. (1) Given the reactants [CH2:1]([NH:3][C:4]1[C:5](Cl)=[N:6][CH:7]=[N:8][C:9]=1[Cl:10])[CH3:2].[NH3:12], predict the reaction product. The product is: [CH2:1]([NH:3][C:4]1[C:5]([NH2:12])=[N:6][CH:7]=[N:8][C:9]=1[Cl:10])[CH3:2]. (2) Given the reactants Br[C:2]1[CH:7]=[CH:6][CH:5]=[CH:4][C:3]=1[C:8]1[CH:9]=[N:10][CH:11]=[N:12][CH:13]=1.[CH3:14][O:15][C:16]1[CH:41]=[CH:40][C:19]([CH2:20][N:21]([C:35]2[S:36][CH:37]=[CH:38][N:39]=2)[S:22]([C:25]2[CH:26]=[CH:27][C:28]3[NH:33][CH2:32][CH2:31][O:30][C:29]=3[CH:34]=2)(=[O:24])=[O:23])=[CH:18][CH:17]=1.CC1(C)C2C(=C(P(C3C=CC=CC=3)C3C=CC=CC=3)C=CC=2)OC2C(P(C3C=CC=CC=3)C3C=CC=CC=3)=CC=CC1=2.CC(C)([O-])C.[Na+], predict the reaction product. The product is: [CH3:14][O:15][C:16]1[CH:17]=[CH:18][C:19]([CH2:20][N:21]([C:35]2[S:36][CH:37]=[CH:38][N:39]=2)[S:22]([C:25]2[CH:26]=[CH:27][C:28]3[N:33]([C:2]4[CH:7]=[CH:6][CH:5]=[CH:4][C:3]=4[C:8]4[CH:9]=[N:10][CH:11]=[N:12][CH:13]=4)[CH2:32][CH2:31][O:30][C:29]=3[CH:34]=2)(=[O:24])=[O:23])=[CH:40][CH:41]=1. (3) Given the reactants [CH:1]1([CH2:8][O:9][C:10]2[CH:11]=[C:12]([CH2:16][CH2:17][CH2:18][NH:19]C(=O)C(F)(F)F)[CH:13]=[CH:14][CH:15]=2)[CH2:7][CH2:6][CH2:5][CH2:4][CH2:3][CH2:2]1.CO, predict the reaction product. The product is: [CH:1]1([CH2:8][O:9][C:10]2[CH:11]=[C:12]([CH2:16][CH2:17][CH2:18][NH2:19])[CH:13]=[CH:14][CH:15]=2)[CH2:2][CH2:3][CH2:4][CH2:5][CH2:6][CH2:7]1. (4) Given the reactants [C:1]([CH2:3][N:4]1[C:9](=[O:10])[C:8]2[C:11]([C:32]3[CH:37]=[CH:36][CH:35]=[CH:34][CH:33]=3)=[C:12]([C:14]3[CH:19]=[CH:18][C:17]([C:20]4([NH:24]C(=O)OC(C)(C)C)[CH2:23][CH2:22][CH2:21]4)=[CH:16][CH:15]=3)[O:13][C:7]=2[N:6]=[CH:5]1)#[N:2].CO.N.CO, predict the reaction product. The product is: [NH2:24][C:20]1([C:17]2[CH:16]=[CH:15][C:14]([C:12]3[O:13][C:7]4[N:6]=[CH:5][N:4]([CH2:3][C:1]#[N:2])[C:9](=[O:10])[C:8]=4[C:11]=3[C:32]3[CH:33]=[CH:34][CH:35]=[CH:36][CH:37]=3)=[CH:19][CH:18]=2)[CH2:21][CH2:22][CH2:23]1. (5) Given the reactants [C:1]([C:4]1[S:5][CH:6]=[C:7]([C:9]([NH:11][C@@H:12]([CH3:28])[CH2:13][N:14]2[CH:18]=[CH:17][C:16]([C:19]3[CH:24]=[CH:23][C:22]([C:25]#[N:26])=[C:21]([Cl:27])[CH:20]=3)=[N:15]2)=[O:10])[N:8]=1)(=[O:3])[CH3:2].[BH4-].[Na+].O.Cl, predict the reaction product. The product is: [Cl:27][C:21]1[CH:20]=[C:19]([C:16]2[CH:17]=[CH:18][N:14]([CH2:13][C@@H:12]([NH:11][C:9]([C:7]3[N:8]=[C:4]([CH:1]([OH:3])[CH3:2])[S:5][CH:6]=3)=[O:10])[CH3:28])[N:15]=2)[CH:24]=[CH:23][C:22]=1[C:25]#[N:26]. (6) Given the reactants [N:1]1[CH:6]=[CH:5][CH:4]=[CH:3][C:2]=1[C:7]1[N:8]=[CH:9][N:10]([C:12]2[CH:13]=[N:14][NH:15][C:16]=2[NH2:17])[CH:11]=1.[C:18]([CH:21]([CH:27]([CH3:29])[CH3:28])[C:22](OCC)=[O:23])(=O)[CH3:19], predict the reaction product. The product is: [CH:27]([C:21]1[C:22](=[O:23])[N:15]2[N:14]=[CH:13][C:12]([N:10]3[CH:11]=[C:7]([C:2]4[CH:3]=[CH:4][CH:5]=[CH:6][N:1]=4)[N:8]=[CH:9]3)=[C:16]2[NH:17][C:18]=1[CH3:19])([CH3:29])[CH3:28].